Dataset: Full USPTO retrosynthesis dataset with 1.9M reactions from patents (1976-2016). Task: Predict the reactants needed to synthesize the given product. (1) Given the product [Cl:24][CH2:20][C:18]1[O:19][C:13]2[C:14](=[N:15][CH:16]=[C:11]([O:10][C:2]3[S:1][C:9]4[C:4]([N:3]=3)=[N:5][CH:6]=[CH:7][CH:8]=4)[CH:12]=2)[CH:17]=1, predict the reactants needed to synthesize it. The reactants are: [S:1]1[C:9]2[C:4](=[N:5][CH:6]=[CH:7][CH:8]=2)[N:3]=[C:2]1[O:10][C:11]1[CH:12]=[C:13]2[O:19][C:18]([CH2:20]O)=[CH:17][C:14]2=[N:15][CH:16]=1.S(Cl)([Cl:24])=O. (2) Given the product [F:26][C:27]1[CH:28]=[C:29]([N+:34]([O-:36])=[O:35])[CH:30]=[CH:31][C:32]=1[O:13][C:12]1[CH:11]=[CH:10][C:9]([C:14]2[CH:15]=[CH:16][CH:17]=[CH:18][CH:19]=2)=[CH:8][C:7]=1[C:6]1[N:2]([CH3:1])[N:3]=[CH:4][CH:5]=1, predict the reactants needed to synthesize it. The reactants are: [CH3:1][N:2]1[C:6]([C:7]2[CH:8]=[C:9]([C:14]3[CH:19]=[CH:18][CH:17]=[CH:16][CH:15]=3)[CH:10]=[CH:11][C:12]=2[OH:13])=[CH:5][CH:4]=[N:3]1.C(=O)([O-])[O-].[K+].[K+].[F:26][C:27]1[CH:28]=[C:29]([N+:34]([O-:36])=[O:35])[CH:30]=[CH:31][C:32]=1F. (3) Given the product [CH2:26]([O:28][C:29]1[N:30]=[CH:31][C:32]([CH2:35][N:36]2[CH:40]=[C:39]([C:2]3[CH:11]=[C:10]4[C:5]([CH2:6][CH2:7][N:8]([C:12]5[CH:17]=[C:16]([N:18]6[CH2:19][CH2:20][N:21]([CH3:24])[CH2:22][CH2:23]6)[N:15]=[C:14]([NH2:25])[N:13]=5)[CH2:9]4)=[CH:4][CH:3]=3)[CH:38]=[N:37]2)=[CH:33][CH:34]=1)[CH3:27], predict the reactants needed to synthesize it. The reactants are: Br[C:2]1[CH:11]=[C:10]2[C:5]([CH2:6][CH2:7][N:8]([C:12]3[CH:17]=[C:16]([N:18]4[CH2:23][CH2:22][N:21]([CH3:24])[CH2:20][CH2:19]4)[N:15]=[C:14]([NH2:25])[N:13]=3)[CH2:9]2)=[CH:4][CH:3]=1.[CH2:26]([O:28][C:29]1[CH:34]=[CH:33][C:32]([CH2:35][N:36]2[CH:40]=[C:39](B3OC(C)(C)C(C)(C)O3)[CH:38]=[N:37]2)=[CH:31][N:30]=1)[CH3:27]. (4) The reactants are: [CH3:1][C@@H:2]1[C@H:6]([C:7]2[CH:12]=[CH:11][CH:10]=[CH:9][CH:8]=2)[O:5][C:4](=[O:13])[NH:3]1.C([Li])CCC.[Cl:19][C:20]1[CH:25]=[CH:24][C:23]([CH2:26][CH2:27][C:28](Cl)=[O:29])=[CH:22][CH:21]=1. Given the product [Cl:19][C:20]1[CH:21]=[CH:22][C:23]([CH2:26][CH2:27][C:28]([N:3]2[C@H:2]([CH3:1])[C@H:6]([C:7]3[CH:12]=[CH:11][CH:10]=[CH:9][CH:8]=3)[O:5][C:4]2=[O:13])=[O:29])=[CH:24][CH:25]=1, predict the reactants needed to synthesize it. (5) Given the product [C:28]([O:27][CH2:26][C@@H:16]1[C:17]([O:22][C:23](=[O:25])[CH3:24])([CH3:21])[C@:18]([F:20])([CH3:19])[CH:14]([N:1]2[CH:9]=[C:7]([CH3:8])[C:5](=[O:6])[NH:4][C:2]2=[O:3])[O:15]1)(=[O:35])[C:29]1[CH:30]=[CH:31][CH:32]=[CH:33][CH:34]=1, predict the reactants needed to synthesize it. The reactants are: [NH:1]1[CH:9]=[C:7]([CH3:8])[C:5](=[O:6])[NH:4][C:2]1=[O:3].C(O[C@@H:14]1[C:18]([F:20])([CH3:19])[C@@:17]([O:22][C:23](=[O:25])[CH3:24])([CH3:21])[CH:16]([CH2:26][O:27][C:28](=[O:35])[C:29]2[CH:34]=[CH:33][CH:32]=[CH:31][CH:30]=2)[O:15]1)(=O)C.Cl[Sn](Cl)(Cl)Cl.C(=O)(O)[O-].[Na+]. (6) Given the product [C:5]([C:4]1[CH:3]=[C:2]([NH:1][C:18](=[O:19])[O:20][CH3:21])[CH:9]=[CH:8][CH:7]=1)#[N:6], predict the reactants needed to synthesize it. The reactants are: [NH2:1][C:2]1[CH:3]=[C:4]([CH:7]=[CH:8][CH:9]=1)[C:5]#[N:6].CCN(CC)CC.Cl[C:18]([O:20][CH3:21])=[O:19]. (7) Given the product [Cl:1][C:2]1[CH:3]=[C:4]([NH:9][C:10]2[C:19]3[C:14](=[CH:15][C:16]([O:27][CH2:28][CH:29]4[CH2:32][C:31]5([CH2:37][CH2:36][N:35]([CH3:38])[CH2:34][CH2:33]5)[CH2:30]4)=[C:17]([NH:20][C:21](=[O:26])/[CH:22]=[CH:23]/[CH2:24][N:41]([CH3:42])[CH3:40])[CH:18]=3)[N:13]=[CH:12][N:11]=2)[CH:5]=[CH:6][C:7]=1[F:8], predict the reactants needed to synthesize it. The reactants are: [Cl:1][C:2]1[CH:3]=[C:4]([NH:9][C:10]2[C:19]3[C:14](=[CH:15][C:16]([O:27][CH2:28][CH:29]4[CH2:32][C:31]5([CH2:37][CH2:36][N:35]([CH3:38])[CH2:34][CH2:33]5)[CH2:30]4)=[C:17]([NH:20][C:21](=[O:26])/[CH:22]=[CH:23]/[CH2:24]Br)[CH:18]=3)[N:13]=[CH:12][N:11]=2)[CH:5]=[CH:6][C:7]=1[F:8].Cl.[CH3:40][NH:41][CH3:42].CCN(C(C)C)C(C)C.C(=O)(O)[O-].[Na+]. (8) Given the product [CH:2]1([NH:8][C:9]2[C:14]([CH3:15])=[C:13]([CH3:16])[N:12]=[C:11]([NH:17][CH:18]([C:19]3[CH:24]=[CH:23][CH:22]=[CH:21][N:20]=3)[CH3:26])[N:10]=2)[CH2:3][CH2:4][CH2:5][CH2:6][CH2:7]1, predict the reactants needed to synthesize it. The reactants are: Cl.[CH:2]1([NH:8][C:9]2[C:14]([CH3:15])=[C:13]([CH3:16])[N:12]=[C:11]([NH:17][CH2:18][C:19]3[CH:24]=[CH:23][CH:22]=[CH:21][N:20]=3)[N:10]=2)[CH2:7][CH2:6][CH2:5][CH2:4][CH2:3]1.N1C=CC=C[C:26]=1C(N)C. (9) Given the product [Br:1][C:2]1[C:11]2[C:6](=[CH:7][C:8]([C:12]3[N:13]=[C:14]([C:17]4[CH:22]=[CH:21][CH:20]=[CH:19][CH:18]=4)[S:15][CH:16]=3)=[CH:9][CH:10]=2)[CH:5]=[CH:4][C:3]=1[O:23][CH2:24][C:25]([OH:27])=[O:26], predict the reactants needed to synthesize it. The reactants are: [Br:1][C:2]1[C:11]2[C:6](=[CH:7][C:8]([C:12]3[N:13]=[C:14]([C:17]4[CH:22]=[CH:21][CH:20]=[CH:19][CH:18]=4)[S:15][CH:16]=3)=[CH:9][CH:10]=2)[CH:5]=[CH:4][C:3]=1[O:23][CH2:24][C:25]([O:27]C)=[O:26].[OH-].[Na+].